The task is: Predict the product of the given reaction.. This data is from Forward reaction prediction with 1.9M reactions from USPTO patents (1976-2016). The product is: [C:1]1([CH:7]2[CH2:11][N:10]([C:25](=[O:26])[C:24]([F:35])([F:34])[F:23])[N:9]=[C:8]2[C:12]2[CH:22]=[CH:21][C:15]3[O:16][CH2:17][C:18](=[O:20])[NH:19][C:14]=3[CH:13]=2)[CH:2]=[CH:3][CH:4]=[CH:5][CH:6]=1. Given the reactants [C:1]1([CH:7]2[CH2:11][NH:10][N:9]=[C:8]2[C:12]2[CH:22]=[CH:21][C:15]3[O:16][CH2:17][C:18](=[O:20])[NH:19][C:14]=3[CH:13]=2)[CH:6]=[CH:5][CH:4]=[CH:3][CH:2]=1.[F:23][C:24]([F:35])([F:34])[C:25](O[C:25](=[O:26])[C:24]([F:35])([F:34])[F:23])=[O:26].N1C=CC=CC=1, predict the reaction product.